From a dataset of Reaction yield outcomes from USPTO patents with 853,638 reactions. Predict the reaction yield, written as a fraction of the theoretical maximum amount of product (1.0 means a 100% yield; for example, 0.34 means a 34% yield). (1) The reactants are Cl[C:2]1[C:11]2[C:6](=[CH:7][C:8]([S:12]([O:15][C:16]3[C:21]([F:22])=[C:20]([F:23])[C:19]([F:24])=[C:18]([F:25])[C:17]=3[F:26])(=[O:14])=[O:13])=[CH:9][CH:10]=2)[CH:5]=[CH:4][N:3]=1.[Cl:27][C:28]1[CH:35]=[C:34]([O:36][CH3:37])[C:33](B2OC(C)(C)C(C)(C)O2)=[CH:32][C:29]=1[C:30]#[N:31].C(=O)([O-])[O-].[K+].[K+]. The catalyst is C1C=CC([P]([Pd]([P](C2C=CC=CC=2)(C2C=CC=CC=2)C2C=CC=CC=2)([P](C2C=CC=CC=2)(C2C=CC=CC=2)C2C=CC=CC=2)[P](C2C=CC=CC=2)(C2C=CC=CC=2)C2C=CC=CC=2)(C2C=CC=CC=2)C2C=CC=CC=2)=CC=1. The product is [Cl:27][C:28]1[C:29]([C:30]#[N:31])=[CH:32][C:33]([C:2]2[C:11]3[C:6](=[CH:7][C:8]([S:12]([O:15][C:16]4[C:17]([F:26])=[C:18]([F:25])[C:19]([F:24])=[C:20]([F:23])[C:21]=4[F:22])(=[O:14])=[O:13])=[CH:9][CH:10]=3)[CH:5]=[CH:4][N:3]=2)=[C:34]([O:36][CH3:37])[CH:35]=1. The yield is 0.800. (2) The reactants are [Cl:1][C:2]1[CH:7]=[CH:6][C:5]([NH:8][C:9]2[N:17]=[C:16]([N:18]3[C:22]([CH2:23][O:24]C4CCCCO4)=[CH:21][C:20]([CH3:31])=[N:19]3)[N:15]=[C:14]3[C:10]=2[N:11]=[CH:12][N:13]3[CH3:32])=[CH:4][CH:3]=1.O.C1(C)C=CC(S(O)(=O)=O)=CC=1.C(=O)([O-])[O-].[K+].[K+]. The catalyst is CO. The product is [Cl:1][C:2]1[CH:7]=[CH:6][C:5]([NH:8][C:9]2[N:17]=[C:16]([N:18]3[C:22]([CH2:23][OH:24])=[CH:21][C:20]([CH3:31])=[N:19]3)[N:15]=[C:14]3[C:10]=2[N:11]=[CH:12][N:13]3[CH3:32])=[CH:4][CH:3]=1. The yield is 0.310. (3) The reactants are [ClH:1].O1CCOCC1.[Cl:8][C:9]1[CH:14]=[CH:13][C:12]([C@H:15]([C:25]([N:27]2[CH2:32][CH2:31][N:30]([C:33]3[C:34]4[C@H:41]([CH3:42])[CH2:40][CH2:39][C:35]=4[N:36]=[CH:37][N:38]=3)[CH2:29][CH2:28]2)=[O:26])[CH2:16][NH:17]C(=O)OC(C)(C)C)=[CH:11][CH:10]=1. The catalyst is O1CCOCC1. The product is [ClH:8].[ClH:1].[NH2:17][CH2:16][C@H:15]([C:12]1[CH:13]=[CH:14][C:9]([Cl:8])=[CH:10][CH:11]=1)[C:25]([N:27]1[CH2:28][CH2:29][N:30]([C:33]2[C:34]3[C@H:41]([CH3:42])[CH2:40][CH2:39][C:35]=3[N:36]=[CH:37][N:38]=2)[CH2:31][CH2:32]1)=[O:26]. The yield is 0.787.